From a dataset of Reaction yield outcomes from USPTO patents with 853,638 reactions. Predict the reaction yield, written as a fraction of the theoretical maximum amount of product (1.0 means a 100% yield; for example, 0.34 means a 34% yield). (1) The reactants are [CH2:1]([C:3]1[CH:8]=[CH:7][C:6]([C:9]2[C:18]3[C:13](=[CH:14][CH:15]=[C:16]([C:19]#[C:20][C:21]4[CH:31]=[CH:30][C:24]([C:25]([O:27]CC)=[O:26])=[CH:23][CH:22]=4)[CH:17]=3)[S:12][C:11]([CH3:33])([CH3:32])[CH:10]=2)=[CH:5][CH:4]=1)[CH3:2].[OH-].[Na+].Cl. The catalyst is C1COCC1.CCO. The product is [CH2:1]([C:3]1[CH:4]=[CH:5][C:6]([C:9]2[C:18]3[C:13](=[CH:14][CH:15]=[C:16]([C:19]#[C:20][C:21]4[CH:22]=[CH:23][C:24]([C:25]([OH:27])=[O:26])=[CH:30][CH:31]=4)[CH:17]=3)[S:12][C:11]([CH3:32])([CH3:33])[CH:10]=2)=[CH:7][CH:8]=1)[CH3:2]. The yield is 0.890. (2) The reactants are [Br:1][C:2]1[CH:3]=[C:4]2[C:8](=[C:9]([CH:11]([CH3:13])[CH3:12])[CH:10]=1)[NH:7][CH:6]=[C:5]2[C:14](=O)[C:15](OCC)=[O:16].[Li+].[BH4-]. The catalyst is C1COCC1. The product is [Br:1][C:2]1[CH:3]=[C:4]2[C:8](=[C:9]([CH:11]([CH3:13])[CH3:12])[CH:10]=1)[NH:7][CH:6]=[C:5]2[CH2:14][CH2:15][OH:16]. The yield is 0.390. (3) The reactants are C(N(C(C)C)CC)(C)C.C(N1C(O[C:18]2[CH:26]=[CH:25][C:21]([C:22](O)=[O:23])=[CH:20][CH:19]=2)=CC(C2C=CC=C(C(NS(CC(F)(F)F)(=O)=O)(C)C)C=2)=N1)C.[O:45]1[CH2:49][CH2:48][CH2:47][CH:46]1[CH2:50][NH2:51]. The catalyst is CN(C=O)C. The product is [O:45]1[CH2:49][CH2:48][CH2:47][CH:46]1[CH2:50][NH:51][C:22](=[O:23])[C:21]1[CH:25]=[CH:26][CH:18]=[CH:19][CH:20]=1. The yield is 0.380. (4) The reactants are [CH:1]1([C:4](=[O:13])[CH2:5][C:6](=O)[C:7]([O:9][CH2:10][CH3:11])=[O:8])[CH2:3][CH2:2]1.Cl.[NH2:15]O. The catalyst is CCO. The product is [CH:1]1([C:4]2[O:13][N:15]=[C:6]([C:7]([O:9][CH2:10][CH3:11])=[O:8])[CH:5]=2)[CH2:3][CH2:2]1. The yield is 0.840. (5) The yield is 0.890. The catalyst is CN(C=O)C. The product is [CH3:12][N:1]1[C:5]2[CH:6]=[CH:7][CH:8]=[CH:9][C:4]=2[CH2:3][S:2]1(=[O:10])=[O:11]. The reactants are [NH:1]1[C:5]2[CH:6]=[CH:7][CH:8]=[CH:9][C:4]=2[CH2:3][S:2]1(=[O:11])=[O:10].[C:12](=O)([O-])[O-].[K+].[K+].IC. (6) The reactants are CN(C)C(N(C)C)=S.IC.[F:11][C:12]([F:52])([F:51])[C:13]1[CH:14]=[C:15]([C:23]([CH3:50])([CH3:49])[C:24]([N:26]([C:28]2[CH:29]=[N:30][C:31]([N:42]3[CH2:46][CH2:45][CH2:44][C@H:43]3[CH2:47][OH:48])=[CH:32][C:33]=2[C:34]2[CH:39]=[CH:38][C:37]([F:40])=[CH:36][C:35]=2[CH3:41])[CH3:27])=[O:25])[CH:16]=[C:17]([C:19]([F:22])([F:21])[F:20])[CH:18]=1.[H-].[Na+].[CH3:55][N:56]([CH3:59])[CH:57]=[O:58]. The catalyst is CCCCCC.O. The product is [F:52][C:12]([F:11])([F:51])[C:13]1[CH:14]=[C:15]([C:23]([CH3:49])([CH3:50])[C:24]([N:26]([CH3:27])[C:28]2[C:33]([C:34]3[CH:39]=[CH:38][C:37]([F:40])=[CH:36][C:35]=3[CH3:41])=[CH:32][C:31]([N:42]3[CH2:46][CH2:45][CH2:44][C@H:43]3[CH2:47][O:48][C:57](=[O:58])[N:56]([CH3:59])[CH3:55])=[N:30][CH:29]=2)=[O:25])[CH:16]=[C:17]([C:19]([F:20])([F:21])[F:22])[CH:18]=1. The yield is 0.400. (7) The yield is 0.840. No catalyst specified. The reactants are [NH2:1][CH:2]1[CH:9]2[CH2:10][CH:5]3[CH2:6][CH:7]([CH2:11][CH:3]1[CH2:4]3)[CH2:8]2.[S:12]1[C:16]([CH:17]=O)=[CH:15][CH:14]=[C:13]1[C:19]1[S:20][CH:21]=[CH:22][CH:23]=1. The product is [S:12]1[C:16]([CH2:17][NH:1][CH:2]2[CH:3]3[CH2:11][CH:7]4[CH2:6][CH:5]([CH2:10][CH:9]2[CH2:8]4)[CH2:4]3)=[CH:15][CH:14]=[C:13]1[C:19]1[S:20][CH:21]=[CH:22][CH:23]=1.